Dataset: Reaction yield outcomes from USPTO patents with 853,638 reactions. Task: Predict the reaction yield, written as a fraction of the theoretical maximum amount of product (1.0 means a 100% yield; for example, 0.34 means a 34% yield). (1) The reactants are [C:1]([O:4][NH:5][C:6]([C:8]1[O:12][C:11]([C:13]2[O:14][C:15]([C:18]3[CH:23]=[CH:22][C:21]([C:24](=[NH:30])[NH:25]OC(=O)C)=[CH:20][CH:19]=3)=[CH:16][CH:17]=2)=[CH:10][CH:9]=1)=[NH:7])(=[O:3])[CH3:2].C(O)C. The catalyst is C(O)(=O)C.[Pd]. The product is [C:1]([OH:4])(=[O:3])[CH3:2].[C:24]([C:21]1[CH:20]=[CH:19][C:18]([C:15]2[O:14][C:13]([C:11]3[O:12][C:8]([C:6]([NH2:7])=[NH:5])=[CH:9][CH:10]=3)=[CH:17][CH:16]=2)=[CH:23][CH:22]=1)(=[NH:25])[NH2:30]. The yield is 0.670. (2) The product is [C:1]([O:5][C:6]([N:8]1[C:13]2[CH:14]=[C:15]([Cl:18])[CH:16]=[CH:17][C:12]=2[O:11][CH:10]([C:19]([N:31]2[CH2:32][CH2:33][N:28]([CH2:27][C:26]3[CH:35]=[CH:36][C:23]([F:22])=[CH:24][CH:25]=3)[CH2:29][C@H:30]2[CH3:34])=[O:21])[CH2:9]1)=[O:7])([CH3:4])([CH3:3])[CH3:2]. The reactants are [C:1]([O:5][C:6]([N:8]1[C:13]2[CH:14]=[C:15]([Cl:18])[CH:16]=[CH:17][C:12]=2[O:11][CH:10]([C:19]([OH:21])=O)[CH2:9]1)=[O:7])([CH3:4])([CH3:3])[CH3:2].[F:22][C:23]1[CH:36]=[CH:35][C:26]([CH2:27][N:28]2[CH2:33][CH2:32][NH:31][C@H:30]([CH3:34])[CH2:29]2)=[CH:25][CH:24]=1.CCN=C=NCCCN(C)C.C1C=CC2N(O)N=NC=2C=1.CCN(C(C)C)C(C)C. The catalyst is CN(C=O)C.O. The yield is 0.300.